From a dataset of Forward reaction prediction with 1.9M reactions from USPTO patents (1976-2016). Predict the product of the given reaction. (1) Given the reactants Cl[C:2]1[N:7]=[CH:6][N:5]=[C:4]([C:8]2[CH:9]=[C:10]([NH:14][C:15]([NH:17][C:18]3[CH:23]=[CH:22][C:21]([C:24]([F:27])([F:26])[F:25])=[CH:20][CH:19]=3)=[O:16])[CH:11]=[CH:12][CH:13]=2)[C:3]=1[C:28]#[N:29].[SH:30][CH2:31][C:32]([NH2:34])=[O:33].C([O-])([O-])=O.[K+].[K+], predict the reaction product. The product is: [C:32]([CH2:31][S:30][C:2]1[N:7]=[CH:6][N:5]=[C:4]([C:8]2[CH:9]=[C:10]([NH:14][C:15]([NH:17][C:18]3[CH:23]=[CH:22][C:21]([C:24]([F:27])([F:26])[F:25])=[CH:20][CH:19]=3)=[O:16])[CH:11]=[CH:12][CH:13]=2)[C:3]=1[C:28]#[N:29])(=[O:33])[NH2:34]. (2) Given the reactants [C:1]1([C:7]2[CH:14]=[CH:13][C:10]([CH:11]=[O:12])=[CH:9][N:8]=2)[CH:6]=[CH:5][CH:4]=[CH:3][CH:2]=1.[CH:15]1([Mg]Br)[CH2:17][CH2:16]1, predict the reaction product. The product is: [CH:15]1([CH:11]([C:10]2[CH:9]=[N:8][C:7]([C:1]3[CH:2]=[CH:3][CH:4]=[CH:5][CH:6]=3)=[CH:14][CH:13]=2)[OH:12])[CH2:17][CH2:16]1. (3) Given the reactants [CH3:1][Si:2]([CH3:9])([CH3:8])[CH2:3][CH2:4][O:5][CH2:6]Cl.[CH2:10]([O:17][C:18]1[CH:19]=[C:20]([CH:25]=[C:26]([OH:29])[C:27]=1[Br:28])[C:21]([O:23]C)=[O:22])[C:11]1[CH:16]=[CH:15][CH:14]=[CH:13][CH:12]=1.C(=O)([O-])[O-].[K+].[K+].[OH-].[Na+], predict the reaction product. The product is: [CH2:10]([O:17][C:18]1[CH:19]=[C:20]([CH:25]=[C:26]([O:29][CH2:6][O:5][CH2:4][CH2:3][Si:2]([CH3:9])([CH3:8])[CH3:1])[C:27]=1[Br:28])[C:21]([OH:23])=[O:22])[C:11]1[CH:16]=[CH:15][CH:14]=[CH:13][CH:12]=1. (4) Given the reactants [F:1][C:2]1[CH:3]=[C:4]([N+:9]([O-:11])=[O:10])[CH:5]=[CH:6][C:7]=1F.C(N(CC)CC)C.[S:19]1[CH2:25][CH2:24][CH2:23][NH:22][CH2:21][CH2:20]1, predict the reaction product. The product is: [F:1][C:2]1[CH:3]=[C:4]([N+:9]([O-:11])=[O:10])[CH:5]=[CH:6][C:7]=1[N:22]1[CH2:23][CH2:24][CH2:25][S:19][CH2:20][CH2:21]1. (5) Given the reactants [Cl:1][C:2]1[N:3]=[CH:4][C:5]2[C:10](I)=[CH:9][N:8]([C:12]([CH3:17])([CH3:16])[CH2:13][O:14][CH3:15])[C:6]=2[N:7]=1.[Br:18][C:19]1[CH:20]=[N:21][CH:22]=[C:23]([CH:30]=1)[C:24](N(OC)C)=[O:25], predict the reaction product. The product is: [Br:18][C:19]1[CH:30]=[C:23]([C:24]([C:10]2[C:5]3[CH:4]=[N:3][C:2]([Cl:1])=[N:7][C:6]=3[N:8]([C:12]([CH3:17])([CH3:16])[CH2:13][O:14][CH3:15])[CH:9]=2)=[O:25])[CH:22]=[N:21][CH:20]=1. (6) Given the reactants Cl[C:2]1[N:7]=[C:6]([C:8]2[O:9][CH:10]=[CH:11][CH:12]=2)[N:5]=[C:4]([NH:13][C:14](=[O:17])[CH2:15][CH3:16])[CH:3]=1.[N:18]1[CH:23]=[CH:22][CH:21]=[C:20](B(O)O)[CH:19]=1.C(=O)([O-])[O-].[K+].[K+].O, predict the reaction product. The product is: [O:9]1[CH:10]=[CH:11][CH:12]=[C:8]1[C:6]1[N:5]=[C:4]([NH:13][C:14](=[O:17])[CH2:15][CH3:16])[CH:3]=[C:2]([C:20]2[CH:19]=[N:18][CH:23]=[CH:22][CH:21]=2)[N:7]=1. (7) Given the reactants Cl[C:2]1[CH:7]=[C:6]([O:8][CH2:9][C:10]#[C:11][CH3:12])[N:5]=[CH:4][N:3]=1.C(=O)([O-])[O-].[K+].[K+].[F:19][C:20]1[CH:21]=[C:22]([OH:26])[CH:23]=[CH:24][CH:25]=1.[Cl-].[NH4+], predict the reaction product. The product is: [F:19][C:20]1[CH:21]=[C:22]([CH:23]=[CH:24][CH:25]=1)[O:26][C:2]1[CH:7]=[C:6]([O:8][CH2:9][C:10]#[C:11][CH3:12])[N:5]=[CH:4][N:3]=1.